From a dataset of Full USPTO retrosynthesis dataset with 1.9M reactions from patents (1976-2016). Predict the reactants needed to synthesize the given product. Given the product [CH2:9]([O:8][C:6]1[CH:7]=[C:2]([O:19][C:20]2[CH:25]=[CH:24][CH:23]=[C:22]([C:26](=[O:28])[CH3:27])[CH:21]=2)[N:3]=[CH:4][N:5]=1)[C:10]#[C:11][CH3:12], predict the reactants needed to synthesize it. The reactants are: Cl[C:2]1[CH:7]=[C:6]([O:8][CH2:9][C:10]#[C:11][CH3:12])[N:5]=[CH:4][N:3]=1.C(=O)([O-])[O-].[K+].[K+].[OH:19][C:20]1[CH:21]=[C:22]([C:26](=[O:28])[CH3:27])[CH:23]=[CH:24][CH:25]=1.[Cl-].[NH4+].